From a dataset of Catalyst prediction with 721,799 reactions and 888 catalyst types from USPTO. Predict which catalyst facilitates the given reaction. (1) Reactant: [Br:1][C:2]1[CH:7]=[C:6]([CH3:8])[N:5]=[C:4]([OH:9])[CH:3]=1.[CH3:10][C:11]([Si:14](Cl)([CH3:16])[CH3:15])([CH3:13])[CH3:12].C(N(CC)CC)C. Product: [Br:1][C:2]1[CH:7]=[C:6]([CH3:8])[N:5]=[C:4]([O:9][Si:14]([C:11]([CH3:13])([CH3:12])[CH3:10])([CH3:16])[CH3:15])[CH:3]=1. The catalyst class is: 3. (2) The catalyst class is: 30. Reactant: O.[OH-].[Li+].C[O:5][C:6]([CH:8]1[CH2:12][CH:11]([NH:13][C:14]([C:16]2[CH:17]=[CH:18][C:19]3[S:24][CH2:23][C:22](=[O:25])[NH:21][C:20]=3[CH:26]=2)=[O:15])[CH2:10][N:9]1[CH2:27][CH:28]1[CH2:41][C:40]2[C:39]3[C:34](=[CH:35][CH:36]=[C:37]([O:42][CH3:43])[CH:38]=3)[N:33]=[CH:32][C:31]=2[O:30][CH2:29]1)=[O:7]. Product: [CH3:43][O:42][C:37]1[CH:38]=[C:39]2[C:34](=[CH:35][CH:36]=1)[N:33]=[CH:32][C:31]1[O:30][CH2:29][CH:28]([CH2:27][N:9]3[CH2:10][CH:11]([NH:13][C:14]([C:16]4[CH:17]=[CH:18][C:19]5[S:24][CH2:23][C:22](=[O:25])[NH:21][C:20]=5[CH:26]=4)=[O:15])[CH2:12][CH:8]3[C:6]([OH:7])=[O:5])[CH2:41][C:40]2=1. (3) Reactant: CO[C:3]([C:5]1[C:6]([OH:36])=[C:7]2[C:12](=[C:13]([C:15]3[CH:16]=[N:17][CH:18]=[C:19]([F:21])[CH:20]=3)[N:14]=1)[N:11]([CH2:22][C:23]1[CH:28]=[CH:27][CH:26]=[CH:25][CH:24]=1)[C:10](=[O:29])[C:9]([C:30]1[CH:35]=[CH:34][CH:33]=[CH:32][CH:31]=1)=[CH:8]2)=[O:4].[NH2:37][CH2:38][CH2:39][C:40]([OH:42])=[O:41].C[O-].[Na+]. Product: [CH2:22]([N:11]1[C:12]2[C:7](=[C:6]([OH:36])[C:5]([C:3]([NH:37][CH2:38][CH2:39][C:40]([OH:42])=[O:41])=[O:4])=[N:14][C:13]=2[C:15]2[CH:16]=[N:17][CH:18]=[C:19]([F:21])[CH:20]=2)[CH:8]=[C:9]([C:30]2[CH:35]=[CH:34][CH:33]=[CH:32][CH:31]=2)[C:10]1=[O:29])[C:23]1[CH:24]=[CH:25][CH:26]=[CH:27][CH:28]=1. The catalyst class is: 250. (4) Reactant: [Cl:1][C:2]1[N:10]=[C:9]([CH3:11])[CH:8]=[CH:7][C:3]=1[C:4]([OH:6])=O.[NH2:12][C:13]1[CH:18]=[CH:17][C:16]([N:19]([CH2:27][CH2:28][C:29]2[CH:34]=[CH:33][CH:32]=[CH:31][N:30]=2)[C:20](=[O:26])[O:21][C:22]([CH3:25])([CH3:24])[CH3:23])=[CH:15][CH:14]=1.O.ON1C2C=CC=CC=2N=N1.CN(C)CCCN=C=NCC. Product: [Cl:1][C:2]1[C:3]([C:4]([NH:12][C:13]2[CH:18]=[CH:17][C:16]([N:19]([CH2:27][CH2:28][C:29]3[CH:34]=[CH:33][CH:32]=[CH:31][N:30]=3)[C:20](=[O:26])[O:21][C:22]([CH3:24])([CH3:25])[CH3:23])=[CH:15][CH:14]=2)=[O:6])=[CH:7][CH:8]=[C:9]([CH3:11])[N:10]=1. The catalyst class is: 255. (5) Reactant: P(Cl)(Cl)(Cl)=O.[F:6][C:7]1[CH:12]=[CH:11][C:10]([C:13]2[C:21]3[C:16](=[CH:17][CH:18]=[CH:19][CH:20]=3)[N:15]([CH:22]([CH3:24])[CH3:23])[CH:14]=2)=[CH:9][CH:8]=1.[OH-].[Na+].CN([CH:30]=[O:31])C. Product: [F:6][C:7]1[CH:12]=[CH:11][C:10]([C:13]2[C:21]3[C:16](=[CH:17][CH:18]=[CH:19][CH:20]=3)[N:15]([CH:22]([CH3:24])[CH3:23])[C:14]=2[CH:30]=[O:31])=[CH:9][CH:8]=1. The catalyst class is: 6.